Dataset: Forward reaction prediction with 1.9M reactions from USPTO patents (1976-2016). Task: Predict the product of the given reaction. Given the reactants [O-:1][C:2]#[N:3].[K+].[NH2:5][C:6]1[CH:7]=[C:8]([C:12]2[N:13]=[CH:14][N:15]([C:17]([N:19]([CH:21]3[CH2:26][CH2:25][N:24]([C:27]4[CH:32]=[CH:31][C:30]([OH:33])=[CH:29][CH:28]=4)[CH2:23][CH2:22]3)[CH3:20])=[O:18])[CH:16]=2)[CH:9]=[CH:10][CH:11]=1.C([O-])(O)=O.[Na+], predict the reaction product. The product is: [OH:33][C:30]1[CH:29]=[CH:28][C:27]([N:24]2[CH2:23][CH2:22][CH:21]([N:19]([CH3:20])[C:17]([N:15]3[CH:16]=[C:12]([C:8]4[CH:9]=[CH:10][CH:11]=[C:6]([NH:5][C:2]([NH2:3])=[O:1])[CH:7]=4)[N:13]=[CH:14]3)=[O:18])[CH2:26][CH2:25]2)=[CH:32][CH:31]=1.